From a dataset of Reaction yield outcomes from USPTO patents with 853,638 reactions. Predict the reaction yield, written as a fraction of the theoretical maximum amount of product (1.0 means a 100% yield; for example, 0.34 means a 34% yield). (1) The reactants are C[C:2]([C:9]1[C:10]([CH2:22][C:23]2[CH:28]=[CH:27][C:26]([O:29][CH3:30])=[CH:25][CH:24]=2)=[C:11]2[C:18]3[CH2:19][CH2:20][CH2:21][C:17]=3[S:16][C:12]2=[N:13][C:14]=1[CH3:15])([CH2:6][CH2:7][CH3:8])[C:3]([O-:5])=[O:4].[OH-].[Na+].Cl. The catalyst is CO. The product is [CH3:15][C:14]1[N:13]=[C:12]2[S:16][C:17]3[CH2:21][CH2:20][CH2:19][C:18]=3[C:11]2=[C:10]([CH2:22][C:23]2[CH:24]=[CH:25][C:26]([O:29][CH3:30])=[CH:27][CH:28]=2)[C:9]=1[CH:2]([CH2:6][CH2:7][CH3:8])[C:3]([OH:5])=[O:4]. The yield is 0.920. (2) The reactants are CC(OI1(OC(C)=O)(OC(C)=O)OC(=O)C2C=CC=CC1=2)=O.[CH2:23]([O:30][C:31]([N:33]1[CH2:39][CH2:38][CH2:37][CH2:36][CH:35]([CH2:40][OH:41])[CH2:34]1)=[O:32])[C:24]1[CH:29]=[CH:28][CH:27]=[CH:26][CH:25]=1. The catalyst is C(Cl)Cl. The product is [CH2:23]([O:30][C:31]([N:33]1[CH2:39][CH2:38][CH2:37][CH2:36][CH:35]([CH:40]=[O:41])[CH2:34]1)=[O:32])[C:24]1[CH:29]=[CH:28][CH:27]=[CH:26][CH:25]=1. The yield is 0.620.